Dataset: Full USPTO retrosynthesis dataset with 1.9M reactions from patents (1976-2016). Task: Predict the reactants needed to synthesize the given product. Given the product [S:55]1[CH:56]=[C:57]([C:7]2[CH:8]=[CH:9][CH:10]=[CH:11][C:6]=2[C:4]([O:3][CH2:1][CH3:2])=[O:5])[C:53]([C:60]2[CH:61]=[CH:62][CH:63]=[CH:64][C:59]=2[C:65]([O:16][CH2:17][CH3:22])=[O:44])=[CH:54]1, predict the reactants needed to synthesize it. The reactants are: [CH2:1]([O:3][C:4]([C:6]1[CH:11]=[CH:10][CH:9]=[CH:8][C:7]=1B(O)O)=[O:5])[CH3:2].C[O:16][C:17]1C=CC=C(OC)[C:22]=1C1C=CC=CC=1P(C1CCCCC1)C1CCCCC1.[O-:44]P([O-])([O-])=O.[K+].[K+].[K+].Br[C:53]1[C:57](Br)=[CH:56][S:55][CH:54]=1.[C:59]1([CH3:65])[CH:64]=[CH:63][CH:62]=[CH:61][CH:60]=1.